Dataset: NCI-60 drug combinations with 297,098 pairs across 59 cell lines. Task: Regression. Given two drug SMILES strings and cell line genomic features, predict the synergy score measuring deviation from expected non-interaction effect. Drug 1: CS(=O)(=O)OCCCCOS(=O)(=O)C. Drug 2: CC(C)CN1C=NC2=C1C3=CC=CC=C3N=C2N. Cell line: 786-0. Synergy scores: CSS=2.80, Synergy_ZIP=-1.31, Synergy_Bliss=2.17, Synergy_Loewe=1.30, Synergy_HSA=1.41.